From a dataset of Reaction yield outcomes from USPTO patents with 853,638 reactions. Predict the reaction yield, written as a fraction of the theoretical maximum amount of product (1.0 means a 100% yield; for example, 0.34 means a 34% yield). (1) The reactants are C[O:2]C(=O)C=CC1C2N(C3C=CC=CC=3)C(C(F)(F)F)=NC=2C=CC=1.CN1[CH2:32][CH2:31][N:30]([C:33](=[O:55])[CH:34]=[CH:35][C:36]2[C:44]3[N:43]([C:45]4[CH:50]=[CH:49][CH:48]=[CH:47][CH:46]=4)[CH:42]=[N:41][C:40]=3[CH:39]=[C:38]([C:51]([F:54])([F:53])[F:52])[CH:37]=2)[CH2:29][CH2:28]1. The product is [N:30]1([C:33](=[O:55])[CH:34]=[CH:35][C:36]2[C:44]3[N:43]([C:45]4[CH:50]=[CH:49][CH:48]=[CH:47][CH:46]=4)[CH:42]=[N:41][C:40]=3[CH:39]=[C:38]([C:51]([F:53])([F:54])[F:52])[CH:37]=2)[CH2:31][CH2:32][O:2][CH2:28][CH2:29]1. No catalyst specified. The yield is 0.600. (2) The reactants are [NH2:1][CH2:2][C:3]1[CH:4]=[C:5]([C:9]2[N:17]3[C:12]([C:13]([NH2:18])=[N:14][CH:15]=[N:16]3)=[C:11]([C:19]3[CH:20]=[CH:21][C:22]4[C:26]([CH:27]=3)=[N:25][N:24]([CH2:28][C:29]3[CH:34]=[CH:33][CH:32]=[CH:31][CH:30]=3)[CH:23]=4)[CH:10]=2)[CH:6]=[CH:7][CH:8]=1.[C:35]1(=O)[CH2:38][CH2:37][CH2:36]1. No catalyst specified. The product is [CH2:28]([N:24]1[CH:23]=[C:22]2[C:26]([CH:27]=[C:19]([C:11]3[CH:10]=[C:9]([C:5]4[CH:6]=[CH:7][CH:8]=[C:3]([CH2:2][NH:1][CH:35]5[CH2:38][CH2:37][CH2:36]5)[CH:4]=4)[N:17]4[C:12]=3[C:13]([NH2:18])=[N:14][CH:15]=[N:16]4)[CH:20]=[CH:21]2)=[N:25]1)[C:29]1[CH:34]=[CH:33][CH:32]=[CH:31][CH:30]=1. The yield is 0.170. (3) The reactants are [C:1]1([CH3:22])[CH:6]=[C:5]([CH3:7])[CH:4]=[C:3]([CH3:8])[C:2]=1[NH:9][C:10]1[S:11][C:12]2[C:18]([N+:19]([O-])=O)=[CH:17][CH:16]=[CH:15][C:13]=2[N:14]=1. The catalyst is C(O)(=O)C.C(O)C.[Fe]. The product is [C:1]1([CH3:22])[CH:6]=[C:5]([CH3:7])[CH:4]=[C:3]([CH3:8])[C:2]=1[NH:9][C:10]1[S:11][C:12]2[C:18]([NH2:19])=[CH:17][CH:16]=[CH:15][C:13]=2[N:14]=1. The yield is 0.550. (4) The reactants are [OH-].[Na+].[CH3:3][O:4][C:5](=[O:41])[CH2:6][C:7]1[CH:8]=[N:9][CH:10]=[C:11]([C:13]2[CH:18]=[CH:17][C:16]([C:19]([CH2:38][CH3:39])([C:22]3[CH:27]=[CH:26][C:25](/[CH:28]=[CH:29]/[C:30]4([OH:36])[CH2:35][CH2:34][CH2:33][CH2:32][CH2:31]4)=[C:24]([CH3:37])[CH:23]=3)[CH2:20][CH3:21])=[CH:15][C:14]=2[CH3:40])[CH:12]=1.[Cl-].[NH4+].[CH3:44]O. No catalyst specified. The product is [CH2:3]([O:4][C:5](=[O:41])[CH2:6][C:7]1[CH:8]=[N:9][CH:10]=[C:11]([C:13]2[CH:18]=[CH:17][C:16]([C:19]([CH2:20][CH3:21])([C:22]3[CH:27]=[CH:26][C:25](/[CH:28]=[CH:29]/[C:30]4([OH:36])[CH2:31][CH2:32][CH2:33][CH2:34][CH2:35]4)=[C:24]([CH3:37])[CH:23]=3)[CH2:38][CH3:39])=[CH:15][C:14]=2[CH3:40])[CH:12]=1)[CH3:44]. The yield is 0.850. (5) The reactants are [CH3:1][C:2]1[CH:7]=[CH:6][C:5]([S:8]([O:11][CH2:12][CH:13]2[CH2:17][C:16]3[CH:18]=[CH:19][CH:20]=[C:21](Br)[C:15]=3[O:14]2)(=[O:10])=[O:9])=[CH:4][CH:3]=1.[CH3:23][C:24]1[CH:25]=[C:26](B(O)O)[CH:27]=[CH:28][CH:29]=1.CC(C)([O-])C.[K+].CC1C=CC(S(OCC2CC3C(C4C=CC=CC=4)=CC=CC=3O2)(=O)=O)=CC=1. The catalyst is CC1C=CC=CC=1[P](C1C=CC=CC=1C)([Pd](Cl)(Cl)[P](C1=C(C)C=CC=C1)(C1C=CC=CC=1C)C1C=CC=CC=1C)C1C=CC=CC=1C. The product is [CH3:1][C:2]1[CH:7]=[CH:6][C:5]([S:8]([O:11][CH2:12][CH:13]2[CH2:17][C:16]3[CH:18]=[CH:19][CH:20]=[C:21]([C:29]4[CH:28]=[CH:27][CH:26]=[CH:25][C:24]=4[CH3:23])[C:15]=3[O:14]2)(=[O:10])=[O:9])=[CH:4][CH:3]=1. The yield is 0.700. (6) The reactants are [C:1]([C:4]1[CH:9]=[C:8]([N+:10]([O-:12])=[O:11])[CH:7]=[CH:6][C:5]=1[NH:13][C:14]([C:16]1[CH:21]=[N:20][CH:19]=[CH:18][N:17]=1)=O)(=[O:3])[NH2:2].[OH-].[Na+]. The catalyst is CCO. The product is [N+:10]([C:8]1[CH:9]=[C:4]2[C:5](=[CH:6][CH:7]=1)[N:13]=[C:14]([C:16]1[CH:21]=[N:20][CH:19]=[CH:18][N:17]=1)[NH:2][C:1]2=[O:3])([O-:12])=[O:11]. The yield is 0.880. (7) The product is [F:1][C:2]1[CH:30]=[CH:29][C:5]([CH2:6][C:7]2[NH:8][C:9]([C:22]3[CH:27]=[CH:26][CH:25]=[C:24]([CH3:28])[N:23]=3)=[C:10]([C:12]3[CH:13]=[C:14]4[C:19](=[CH:20][CH:21]=3)[N:18]=[CH:17][CH:16]=[CH:15]4)[N:11]=2)=[CH:4][C:3]=1[NH2:31]. The reactants are [F:1][C:2]1[CH:30]=[CH:29][C:5]([CH2:6][C:7]2[NH:8][C:9]([C:22]3[CH:27]=[CH:26][CH:25]=[C:24]([CH3:28])[N:23]=3)=[C:10]([C:12]3[CH:13]=[C:14]4[C:19](=[CH:20][CH:21]=3)[N:18]=[CH:17][CH:16]=[CH:15]4)[N:11]=2)=[CH:4][C:3]=1[N+:31]([O-])=O.C([O-])=O.[NH4+]. The yield is 0.800. The catalyst is CO.[Pd]. (8) The reactants are [Br:1][C:2]1[CH:7]=[CH:6][C:5]([C:8]2[CH2:13][CH2:12][N:11]([C:14]([O:16][C:17]([CH3:20])([CH3:19])[CH3:18])=[O:15])[CH2:10][CH:9]=2)=[CH:4][CH:3]=1.[H][H]. The catalyst is CCOC(C)=O.[Rh]. The product is [C:17]([O:16][C:14]([N:11]1[CH2:12][CH2:13][CH:8]([C:5]2[CH:6]=[CH:7][C:2]([Br:1])=[CH:3][CH:4]=2)[CH2:9][CH2:10]1)=[O:15])([CH3:20])([CH3:18])[CH3:19]. The yield is 0.940. (9) The reactants are Cl[C:2]([O:4][CH3:5])=[O:3].[C:6]([SiH2:10][O:11][C:12]([CH3:23])([CH3:22])[C:13]1[CH:14]=[C:15]([CH:18]=[CH:19][C:20]=1[Cl:21])[CH2:16][NH2:17])([CH3:9])([CH3:8])[CH3:7].CCN(C(C)C)C(C)C. The catalyst is C(Cl)Cl. The product is [CH3:5][O:4][C:2](=[O:3])[NH:17][CH2:16][C:15]1[CH:18]=[CH:19][C:20]([Cl:21])=[C:13]([C:12]([CH3:23])([CH3:22])[O:11][SiH2:10][C:6]([CH3:9])([CH3:8])[CH3:7])[CH:14]=1. The yield is 0.750.